Dataset: TCR-epitope binding with 47,182 pairs between 192 epitopes and 23,139 TCRs. Task: Binary Classification. Given a T-cell receptor sequence (or CDR3 region) and an epitope sequence, predict whether binding occurs between them. (1) The epitope is IPSINVHHY. The TCR CDR3 sequence is CASSSGTAPNEKLFF. Result: 1 (the TCR binds to the epitope). (2) The epitope is LLDFVRFMGV. The TCR CDR3 sequence is CASSPISTNQPQHF. Result: 0 (the TCR does not bind to the epitope).